From a dataset of Kir2.1 potassium channel HTS with 301,493 compounds. Binary Classification. Given a drug SMILES string, predict its activity (active/inactive) in a high-throughput screening assay against a specified biological target. (1) The molecule is S(c1n(CC(C)C)c2c(n1)cccc2)CC(=O)Nc1noc(c1)C. The result is 0 (inactive). (2) The compound is S(=O)(=O)(c1c(n(c2nc3n(c(=O)c2c1)cccc3)C)=N)c1cc(c(cc1)C)C. The result is 0 (inactive). (3) The compound is Brc1c(OCCCCNCC=C)c(Cl)cc(c1)C. The result is 1 (active). (4) The compound is o1c2c(cc(c1=O)C(OCC(=O)c1c(OC)cc(OC)cc1)=O)cccc2. The result is 0 (inactive).